From a dataset of Forward reaction prediction with 1.9M reactions from USPTO patents (1976-2016). Predict the product of the given reaction. (1) Given the reactants [CH3:1][C:2]1([CH2:8][O:9][C:10]2[C:18]3[C:17]4[CH:19]=[C:20]([C:23]#[N:24])[N:21]=[CH:22][C:16]=4[N:15]([CH2:25][O:26][CH2:27][CH2:28][Si:29]([CH3:32])([CH3:31])[CH3:30])[C:14]=3[N:13]=[CH:12][CH:11]=2)[CH2:7][CH2:6][NH:5][CH2:4][CH2:3]1.[I-].[Na+].Br[CH2:36][CH2:37][O:38][CH3:39].C(N(CC)C(C)C)(C)C, predict the reaction product. The product is: [CH3:39][O:38][CH2:37][CH2:36][N:5]1[CH2:4][CH2:3][C:2]([CH2:8][O:9][C:10]2[C:18]3[C:17]4[CH:19]=[C:20]([C:23]#[N:24])[N:21]=[CH:22][C:16]=4[N:15]([CH2:25][O:26][CH2:27][CH2:28][Si:29]([CH3:31])([CH3:30])[CH3:32])[C:14]=3[N:13]=[CH:12][CH:11]=2)([CH3:1])[CH2:7][CH2:6]1. (2) The product is: [CH3:25][C:20]1[CH:21]=[CH:22][CH:23]=[CH:24][C:19]=1[C:17]#[C:18][C:2]1[CH:11]=[CH:10][N:9]=[C:8]2[C:3]=1[C:4]1[CH:16]=[CH:15][CH:14]=[CH:13][C:5]=1[C:6](=[O:12])[NH:7]2. Given the reactants Cl[C:2]1[CH:11]=[CH:10][N:9]=[C:8]2[C:3]=1[C:4]1[CH:16]=[CH:15][CH:14]=[CH:13][C:5]=1[C:6](=[O:12])[NH:7]2.[C:17]([C:19]1[CH:24]=[CH:23][CH:22]=[CH:21][C:20]=1[CH3:25])#[CH:18], predict the reaction product. (3) Given the reactants [OH:1][C:2]1[CH:7]=[CH:6][CH:5]=[C:4]([OH:8])[C:3]=1[C:9](=[O:11])[CH3:10].[OH2:12].[C:13]1(C)C=[CH:17][C:16](S(O)(=O)=O)=[CH:15][CH:14]=1, predict the reaction product. The product is: [OH:1][C:2]1[C:3]([C:9](=[O:11])[CH3:10])=[C:4]([O:8][CH:17]2[CH2:16][CH2:15][CH2:14][CH2:13][O:12]2)[CH:5]=[CH:6][CH:7]=1. (4) Given the reactants [Cl:1][C:2]1[CH:10]=[CH:9][C:8]([C:11]2[C:12]([C@@H:23]([NH:33][C:34](=[O:40])[O:35][C:36]([CH3:39])([CH3:38])[CH3:37])[CH2:24][C:25]3[CH:30]=[C:29]([F:31])[CH:28]=[C:27]([F:32])[CH:26]=3)=[N:13][C:14]([C:17]#[C:18][C:19](O)([CH3:21])[CH3:20])=[CH:15][CH:16]=2)=[C:7]2[C:3]=1[C:4]([NH:42]S(C)(=O)=O)=[N:5][N:6]2[CH3:41].Br[C:48]1C([C@@H](NC(=O)OC(C)(C)C)CC2C=C(F)C=C(F)C=2)=NC(C#CC(C)(C)C)=CC=1.ClC1C=CC(B2OC(C)(C)C(C)(C)O2)=C2C=1C(N)=NN2C, predict the reaction product. The product is: [NH2:42][C:4]1[C:3]2[C:7](=[C:8]([C:11]3[C:12]([C@@H:23]([NH:33][C:34](=[O:40])[O:35][C:36]([CH3:39])([CH3:38])[CH3:37])[CH2:24][C:25]4[CH:26]=[C:27]([F:32])[CH:28]=[C:29]([F:31])[CH:30]=4)=[N:13][C:14]([C:17]#[C:18][C:19]([CH3:21])([CH3:20])[CH3:48])=[CH:15][CH:16]=3)[CH:9]=[CH:10][C:2]=2[Cl:1])[N:6]([CH3:41])[N:5]=1. (5) The product is: [CH:1]1([CH2:4][O:5][C:6]2[CH:7]=[C:8]([CH:12]=[CH:13][C:14]=2/[CH:15]=[N:20]\[O:19][CH3:18])[C:9]([OH:11])=[O:10])[CH2:2][CH2:3]1. Given the reactants [CH:1]1([CH2:4][O:5][C:6]2[CH:7]=[C:8]([CH:12]=[CH:13][C:14]=2[CH:15]=O)[C:9]([OH:11])=[O:10])[CH2:3][CH2:2]1.Cl.[CH3:18][O:19][NH2:20], predict the reaction product. (6) Given the reactants C([O:6][C@@H:7]([C:9]1[N:14]=[C:13]([N:15]2[CH2:20][CH2:19][N:18]3[C:21]([C:24]4[S:25][C:26]5[CH:32]=[CH:31][CH:30]=[CH:29][C:27]=5[N:28]=4)=[N:22][N:23]=[C:17]3[CH2:16]2)[CH:12]=[CH:11][N:10]=1)[CH3:8])(=O)CCC.O.[OH-].[Li+], predict the reaction product. The product is: [S:25]1[C:26]2[CH:32]=[CH:31][CH:30]=[CH:29][C:27]=2[N:28]=[C:24]1[C:21]1[N:18]2[CH2:19][CH2:20][N:15]([C:13]3[CH:12]=[CH:11][N:10]=[C:9]([C@H:7]([OH:6])[CH3:8])[N:14]=3)[CH2:16][C:17]2=[N:23][N:22]=1. (7) Given the reactants [CH3:1][NH:2][C@@H:3]([C:11]1[CH:16]=[CH:15][CH:14]=[CH:13][CH:12]=1)[CH2:4][N:5]1[CH2:9][CH2:8][C@H:7]([OH:10])[CH2:6]1.[Cl:17][C:18]1[CH:19]=[C:20]([CH2:25][C:26]([OH:28])=O)[CH:21]=[CH:22][C:23]=1[Cl:24].C(N(CC)C(C)C)(C)C.F[B-](F)(F)F.N1(OC(N(C)C)=[N+](C)C)C2C=CC=CC=2N=N1, predict the reaction product. The product is: [ClH:17].[Cl:17][C:18]1[CH:19]=[C:20]([CH2:25][C:26]([N:2]([C@@H:3]([C:11]2[CH:16]=[CH:15][CH:14]=[CH:13][CH:12]=2)[CH2:4][N:5]2[CH2:9][CH2:8][C@H:7]([OH:10])[CH2:6]2)[CH3:1])=[O:28])[CH:21]=[CH:22][C:23]=1[Cl:24].